From a dataset of Full USPTO retrosynthesis dataset with 1.9M reactions from patents (1976-2016). Predict the reactants needed to synthesize the given product. (1) Given the product [O:14]1[C:13]2([CH2:18][CH2:19][N:11]([C:3]3[CH:4]=[CH:5][C:6]([NH2:8])=[CH:7][C:2]=3[F:1])[CH2:12]2)[O:17][CH2:16][CH2:15]1, predict the reactants needed to synthesize it. The reactants are: [F:1][C:2]1[CH:7]=[C:6]([N+:8]([O-])=O)[CH:5]=[CH:4][C:3]=1[N:11]1[CH2:19][CH2:18][C:13]2([O:17][CH2:16][CH2:15][O:14]2)[CH2:12]1. (2) Given the product [ClH:1].[Br:27][C:24]1[CH:25]=[CH:26][C:21]([C@H:18]2[CH2:19][CH2:20][NH:15][CH2:16][C@H:17]2[CH3:28])=[CH:22][CH:23]=1, predict the reactants needed to synthesize it. The reactants are: [Cl:1]C(OC(Cl)=O)C.C([N:15]1[CH2:20][CH2:19][C@H:18]([C:21]2[CH:26]=[CH:25][C:24]([Br:27])=[CH:23][CH:22]=2)[C@H:17]([CH3:28])[CH2:16]1)C1C=CC=CC=1.C(=O)(O)[O-].[K+]. (3) Given the product [Cl:22][CH2:23][C:24]([NH:26][C:27]([NH:19][C:17]1[CH:18]=[C:13]2[CH:12]=[CH:11][CH:10]=[C:9]3[C:14]2=[C:15]([CH:16]=1)[C:20](=[O:21])[N:6]([CH2:5][CH2:4][N:2]([CH3:1])[CH3:3])[C:7]3=[O:8])=[O:28])=[O:25], predict the reactants needed to synthesize it. The reactants are: [CH3:1][N:2]([CH2:4][CH2:5][N:6]1[C:20](=[O:21])[C:15]2=[CH:16][C:17]([NH2:19])=[CH:18][C:13]3[C:14]2=[C:9]([CH:10]=[CH:11][CH:12]=3)[C:7]1=[O:8])[CH3:3].[Cl:22][CH2:23][C:24]([N:26]=[C:27]=[O:28])=[O:25]. (4) Given the product [CH3:1][O:2][C:3](=[O:16])[CH2:4][O:5][C:6]1[CH:11]=[CH:10][C:9]([Cl:12])=[C:8]([NH2:13])[CH:7]=1, predict the reactants needed to synthesize it. The reactants are: [CH3:1][O:2][C:3](=[O:16])[CH2:4][O:5][C:6]1[CH:11]=[CH:10][C:9]([Cl:12])=[C:8]([N+:13]([O-])=O)[CH:7]=1.[Cl-].[NH4+].O.[OH-].[Na+]. (5) Given the product [F:8][C:9]1[CH:10]=[C:11]([C@H:33]([NH2:35])[CH3:34])[CH:12]=[CH:13][C:14]=1[C:15]1[S:16][C:17]2[C:22]([N:23]=1)=[CH:21][CH:20]=[C:19]([C:24]1([C:27]3[CH:28]=[CH:29][CH:30]=[CH:31][CH:32]=3)[CH2:25][CH2:26]1)[N:18]=2, predict the reactants needed to synthesize it. The reactants are: Cl.O1CCOCC1.[F:8][C:9]1[CH:10]=[C:11]([C@H:33]([NH:35][S@@](C(C)(C)C)=O)[CH3:34])[CH:12]=[CH:13][C:14]=1[C:15]1[S:16][C:17]2[C:22]([N:23]=1)=[CH:21][CH:20]=[C:19]([C:24]1([C:27]3[CH:32]=[CH:31][CH:30]=[CH:29][CH:28]=3)[CH2:26][CH2:25]1)[N:18]=2. (6) Given the product [OH:8][CH:7]1[CH2:6][CH2:5][CH2:4][N:3]([C:18]([O:20][C:21]([CH3:24])([CH3:23])[CH3:22])=[O:19])[CH:2]1[CH3:1], predict the reactants needed to synthesize it. The reactants are: [CH3:1][CH:2]1[CH:7]([OH:8])[CH2:6][CH2:5][CH2:4][NH:3]1.C(N(CC)C(C)C)(C)C.[C:18](O[C:18]([O:20][C:21]([CH3:24])([CH3:23])[CH3:22])=[O:19])([O:20][C:21]([CH3:24])([CH3:23])[CH3:22])=[O:19]. (7) Given the product [F:1][C:2]1[CH:3]=[C:4]([CH2:12][C:13]([N:32]([CH3:33])[C:31]2[CH:30]=[N:29][C:40]([N:42]3[CH2:43][CH2:44][O:45][CH2:46][CH2:47]3)=[CH:41][C:36]=2[C:37]2[CH:38]=[CH:39][CH:48]=[CH:49][C:26]=2[CH3:27])=[O:15])[CH:5]=[C:6]([C:8]([F:9])([F:10])[F:11])[CH:7]=1, predict the reactants needed to synthesize it. The reactants are: [F:1][C:2]1[CH:3]=[C:4]([CH2:12][C:13]([OH:15])=O)[CH:5]=[C:6]([C:8]([F:11])([F:10])[F:9])[CH:7]=1.C(N1[CH:27]=[CH:26]N=C1)(N1C=CN=C1)=O.C[NH:29][C:30]1[C:31]([C:36]2[CH:41]=[C:40]([N:42]3[CH2:47][CH2:46][O:45][CH2:44][CH2:43]3)[C:39]([CH3:48])=[CH:38][CH:37]=2)=[N:32][CH:33]=CC=1.[CH3:49]N(C)C=O. (8) Given the product [C:1]1([CH2:7][C:8]([C:9]2[C:17]3[C:12](=[N:13][CH:14]=[C:15]([C:18]4[CH:19]=[C:20]([O:28][CH3:29])[C:21]([O:26][CH3:27])=[C:22]([O:24][CH3:25])[CH:23]=4)[N:16]=3)[NH:11][CH:10]=2)=[O:38])[CH:2]=[CH:3][CH:4]=[CH:5][CH:6]=1, predict the reactants needed to synthesize it. The reactants are: [C:1]1([C:7]#[C:8][C:9]2[C:17]3[C:12](=[N:13][CH:14]=[C:15]([C:18]4[CH:23]=[C:22]([O:24][CH3:25])[C:21]([O:26][CH3:27])=[C:20]([O:28][CH3:29])[CH:19]=4)[N:16]=3)[NH:11][CH:10]=2)[CH:6]=[CH:5][CH:4]=[CH:3][CH:2]=1.O.C1(C)C=CC(S(O)(=O)=[O:38])=CC=1.CO.CC(C)=O. (9) Given the product [Br:1][CH2:2][CH2:3][CH2:4][N:10]1[CH2:11][CH2:12][O:8][C:9]1=[O:13], predict the reactants needed to synthesize it. The reactants are: [Br:1][CH2:2][CH2:3][CH2:4]Br.[OH-].[K+].[O:8]1[CH2:12][CH2:11][NH:10][C:9]1=[O:13].